Dataset: Reaction yield outcomes from USPTO patents with 853,638 reactions. Task: Predict the reaction yield, written as a fraction of the theoretical maximum amount of product (1.0 means a 100% yield; for example, 0.34 means a 34% yield). (1) The reactants are [Cl-].O[NH3+:3].[C:4](=[O:7])([O-])[OH:5].[Na+].CS(C)=O.[N:13]1([CH2:19][CH2:20][O:21][C@H:22]2[CH2:27][CH2:26][C@H:25]([N:28]3[C:33](=[O:34])[C:32]([CH2:35][C:36]4[CH:41]=[CH:40][C:39]([C:42]5[C:43]([C:48]#[N:49])=[CH:44][CH:45]=[CH:46][CH:47]=5)=[CH:38][CH:37]=4)=[C:31]([CH2:50][CH2:51][CH3:52])[N:30]4[N:53]=[CH:54][N:55]=[C:29]34)[CH2:24][CH2:23]2)[CH2:18][CH2:17][O:16][CH2:15][CH2:14]1. The catalyst is C(OCC)(=O)C. The product is [N:13]1([CH2:19][CH2:20][O:21][C@H:22]2[CH2:27][CH2:26][C@H:25]([N:28]3[C:33](=[O:34])[C:32]([CH2:35][C:36]4[CH:41]=[CH:40][C:39]([C:42]5[CH:47]=[CH:46][CH:45]=[CH:44][C:43]=5[C:48]5[NH:3][C:4](=[O:7])[O:5][N:49]=5)=[CH:38][CH:37]=4)=[C:31]([CH2:50][CH2:51][CH3:52])[N:30]4[N:53]=[CH:54][N:55]=[C:29]34)[CH2:24][CH2:23]2)[CH2:18][CH2:17][O:16][CH2:15][CH2:14]1. The yield is 0.590. (2) The reactants are Cl.[N:2]1[CH:7]=[CH:6][CH:5]=[CH:4][C:3]=1[N:8]([CH2:32][C:33]([O:35][CH2:36][CH3:37])=[O:34])[C:9]([C:11]1[CH:31]=[CH:30][C:14]2[N:15]([CH3:29])[C:16]([CH2:18][NH:19][C:20]3[CH:25]=[CH:24][C:23]([C:26](=[NH:28])[NH2:27])=[CH:22][CH:21]=3)=[N:17][C:13]=2[CH:12]=1)=[O:10].Cl[C:39]([O:41][CH3:42])=[O:40]. The catalyst is ClCCl.C(O)C. The product is [N:2]1[CH:7]=[CH:6][CH:5]=[CH:4][C:3]=1[N:8]([CH2:32][C:33]([O:35][CH2:36][CH3:37])=[O:34])[C:9]([C:11]1[CH:31]=[CH:30][C:14]2[N:15]([CH3:29])[C:16]([CH2:18][NH:19][C:20]3[CH:25]=[CH:24][C:23]([C:26](=[NH:27])[NH:28][C:39]([O:41][CH3:42])=[O:40])=[CH:22][CH:21]=3)=[N:17][C:13]=2[CH:12]=1)=[O:10]. The yield is 0.620. (3) The catalyst is C1COCC1. The reactants are C([O:3][C:4](=[O:28])[CH:5]([CH2:21][C:22]1[CH:27]=[CH:26][CH:25]=[CH:24][CH:23]=1)[CH2:6][C:7]1[N:8]([CH2:12][C:13]2[CH:18]=[C:17]([Cl:19])[CH:16]=[C:15]([Cl:20])[CH:14]=2)[CH:9]=[CH:10][N:11]=1)C.Cl. The product is [CH2:21]([CH:5]([CH2:6][C:7]1[N:8]([CH2:12][C:13]2[CH:18]=[C:17]([Cl:19])[CH:16]=[C:15]([Cl:20])[CH:14]=2)[CH:9]=[CH:10][N:11]=1)[C:4]([OH:28])=[O:3])[C:22]1[CH:27]=[CH:26][CH:25]=[CH:24][CH:23]=1. The yield is 0.840. (4) The reactants are [C@@H]1(NS(C(F)(F)F)(=O)=O)CCCC[C@H]1NS(C(F)(F)F)(=O)=O.C([Zn][CH2:26][CH3:27])C.[C:28]([O:32][C:33]([N:35]1[CH2:40][CH2:39][CH2:38][C@H:37]([CH:41]=[O:42])[CH2:36]1)=[O:34])([CH3:31])([CH3:30])[CH3:29]. The catalyst is C(OCC)C.CC(C)[O-].[Ti+4].CC(C)[O-].CC(C)[O-].CC(C)[O-]. The product is [C:28]([O:32][C:33]([N:35]1[CH2:40][CH2:39][CH2:38][C@H:37]([C@@H:41]([OH:42])[CH2:26][CH3:27])[CH2:36]1)=[O:34])([CH3:31])([CH3:30])[CH3:29]. The yield is 0.790. (5) The reactants are [Cl:1][C:2]([Cl:25])([Cl:24])[CH2:3][O:4][C:5](=[O:23])[C:6]1[CH:11]=[CH:10][CH:9]=[CH:8][C:7]=1[CH2:12][S:13][C:14]1[CH:19]=[CH:18][C:17]([C:20](O)=[O:21])=[CH:16][CH:15]=1.B.C1COCC1. The catalyst is C1COCC1. The product is [Cl:25][C:2]([Cl:1])([Cl:24])[CH2:3][O:4][C:5](=[O:23])[C:6]1[CH:11]=[CH:10][CH:9]=[CH:8][C:7]=1[CH2:12][S:13][C:14]1[CH:19]=[CH:18][C:17]([CH2:20][OH:21])=[CH:16][CH:15]=1. The yield is 0.910.